Dataset: Full USPTO retrosynthesis dataset with 1.9M reactions from patents (1976-2016). Task: Predict the reactants needed to synthesize the given product. (1) Given the product [C:9]1([C:6]2[CH:5]=[CH:4][C:3]([CH2:2][C:18]3[CH:19]=[CH:20][N:15]=[CH:16][CH:17]=3)=[CH:8][N:7]=2)[CH:14]=[CH:13][CH:12]=[CH:11][CH:10]=1, predict the reactants needed to synthesize it. The reactants are: Br[CH2:2][C:3]1[CH:4]=[CH:5][C:6]([C:9]2[CH:14]=[CH:13][CH:12]=[CH:11][CH:10]=2)=[N:7][CH:8]=1.[N:15]1[CH:20]=[CH:19][C:18](B(O)O)=[CH:17][CH:16]=1. (2) Given the product [CH:16]([O:15][C:3]1[C:4]([C:11]([F:13])([F:14])[F:12])=[CH:5][C:6]([N+:8]([O-:10])=[O:9])=[CH:7][C:2]=1[N:1]=[C:26]=[O:27])([CH3:18])[CH3:17], predict the reactants needed to synthesize it. The reactants are: [NH2:1][C:2]1[C:3]([O:15][CH:16]([CH3:18])[CH3:17])=[C:4]([C:11]([F:14])([F:13])[F:12])[CH:5]=[C:6]([N+:8]([O-:10])=[O:9])[CH:7]=1.C1(C)C=CC=CC=1.[C:26](Cl)(Cl)=[O:27]. (3) Given the product [F:30][C:31]1[CH:36]=[CH:35][C:34]([C:37]2[N:39]=[C:27]([CH:13]3[CH2:14][CH:15]([C:17]4[CH:18]=[CH:19][C:20]([C:23]([F:25])([F:24])[F:26])=[CH:21][CH:22]=4)[CH2:16][N:11]([C:9]([N:6]4[CH2:7][CH2:8][CH:3]([C:1]#[N:2])[CH2:4][CH2:5]4)=[O:10])[CH2:12]3)[O:28][N:38]=2)=[CH:33][CH:32]=1, predict the reactants needed to synthesize it. The reactants are: [C:1]([CH:3]1[CH2:8][CH2:7][N:6]([C:9]([N:11]2[CH2:16][CH:15]([C:17]3[CH:22]=[CH:21][C:20]([C:23]([F:26])([F:25])[F:24])=[CH:19][CH:18]=3)[CH2:14][CH:13]([C:27](O)=[O:28])[CH2:12]2)=[O:10])[CH2:5][CH2:4]1)#[N:2].[F:30][C:31]1[CH:36]=[CH:35][C:34]([C:37](=[N:39]O)[NH2:38])=[CH:33][CH:32]=1. (4) The reactants are: [Cl:1][C:2]1[C:11]2[C:6](=[CH:7][CH:8]=[CH:9][CH:10]=2)[C:5]([N:12]2[CH2:17][CH2:16][NH:15][C@@H:14]([CH3:18])[CH2:13]2)=[N:4][N:3]=1.[C:19]([O:23][C:24](=O)[O:25]C(C)(C)C)([CH3:22])([CH3:21])[CH3:20].C(N(CC)C(C)C)(C)C. Given the product [Cl:1][C:2]1[C:11]2[C:6](=[CH:7][CH:8]=[CH:9][CH:10]=2)[C:5]([N:12]2[CH2:17][CH2:16][N:15]([C:24]([O:23][C:19]([CH3:22])([CH3:21])[CH3:20])=[O:25])[C@@H:14]([CH3:18])[CH2:13]2)=[N:4][N:3]=1, predict the reactants needed to synthesize it.